From a dataset of Full USPTO retrosynthesis dataset with 1.9M reactions from patents (1976-2016). Predict the reactants needed to synthesize the given product. (1) Given the product [ClH:15].[NH2:1][C:2]1[N:6]([C:7]2[CH:8]=[CH:9][C:10]([O:13][CH3:14])=[CH:11][CH:12]=2)[N:5]=[CH:4][C:3]=1[N:16]=[O:17], predict the reactants needed to synthesize it. The reactants are: [NH2:1][C:2]1[N:6]([C:7]2[CH:12]=[CH:11][C:10]([O:13][CH3:14])=[CH:9][CH:8]=2)[N:5]=[CH:4][CH:3]=1.[ClH:15].[N:16](OCCC(C)C)=[O:17]. (2) The reactants are: [Cl:1][C:2]1[C:10]2[N:9]=[CH:8][NH:7][C:6]=2[CH:5]=[C:4]([Cl:11])[C:3]=1[Cl:12].C1COCC1.CCN(C(C)C)C(C)C.Cl[CH2:28][O:29][CH2:30][CH2:31][O:32][CH3:33]. Given the product [Cl:1][C:2]1[C:10]2[N:9]=[CH:8][N:7]([CH2:28][O:29][CH2:30][CH2:31][O:32][CH3:33])[C:6]=2[CH:5]=[C:4]([Cl:11])[C:3]=1[Cl:12], predict the reactants needed to synthesize it. (3) Given the product [CH:8]1([C:6]2[CH:5]=[C:4]([OH:3])[N:13]([CH3:12])[N:14]=2)[CH2:10][CH2:9]1, predict the reactants needed to synthesize it. The reactants are: C([O:3][C:4](=O)[CH2:5][C:6]([CH:8]1[CH2:10][CH2:9]1)=O)C.[CH3:12][NH:13][NH2:14]. (4) Given the product [O:15]1[C:11]2[CH:10]=[CH:9][C:8]([C:5]3[O:4][C:3]([CH2:2][S:24][C:20]4[CH:21]=[CH:22][CH:23]=[C:18]([F:17])[CH:19]=4)=[N:7][N:6]=3)=[CH:16][C:12]=2[CH2:13][CH2:14]1, predict the reactants needed to synthesize it. The reactants are: Cl[CH2:2][C:3]1[O:4][C:5]([C:8]2[CH:9]=[CH:10][C:11]3[O:15][CH2:14][CH2:13][C:12]=3[CH:16]=2)=[N:6][N:7]=1.[F:17][C:18]1[CH:19]=[C:20]([SH:24])[CH:21]=[CH:22][CH:23]=1.C(=O)([O-])[O-].[K+].[K+]. (5) Given the product [CH2:43]([N:42]1[C:41]2[CH:45]=[CH:46][C:47]([S:49]([C:52]([F:54])([F:53])[F:55])(=[O:50])=[O:51])=[CH:48][C:40]=2[N:39]=[C:38]1[C:36]([OH:37])=[O:35])[CH3:44], predict the reactants needed to synthesize it. The reactants are: C(NC1C(N)=CC(S(C(F)(F)F)(=O)=O)=CC=1)C.C(OC(=O)C(=O)C(OCC)=O)C.C([O:35][C:36]([C:38]1[N:42]([CH2:43][CH3:44])[C:41]2[CH:45]=[CH:46][C:47]([S:49]([C:52]([F:55])([F:54])[F:53])(=[O:51])=[O:50])=[CH:48][C:40]=2[N:39]=1)=[O:37])CCCC. (6) Given the product [Cl:21][C:17]1[CH:16]=[C:15]([CH:20]=[CH:19][CH:18]=1)[C:14]([CH:34]1[CH:29]([C:26]([NH:46][C@@H:47]2[C:55]3[C:50](=[CH:51][CH:52]=[CH:53][CH:54]=3)[CH2:49][CH2:48]2)=[O:27])[NH:30][CH2:31][CH2:32][N:33]1[C:44]([NH:43][C:38]1[CH:39]=[CH:40][C:41]([Cl:42])=[C:36]([Cl:35])[CH:37]=1)=[O:45])=[O:22], predict the reactants needed to synthesize it. The reactants are: C(OC(N1CCN([C:14](=[O:22])[C:15]2[CH:20]=[CH:19][CH:18]=[C:17]([Cl:21])[CH:16]=2)[C@@H](C(O)=O)C1)=O)(C)(C)C.[C:26]([C@H:29]1[CH2:34][NH:33][CH2:32][CH2:31][NH:30]1)(O)=[O:27].[Cl:35][C:36]1[CH:37]=[C:38]([N:43]=[C:44]=[O:45])[CH:39]=[CH:40][C:41]=1[Cl:42].[NH2:46][C@@H:47]1[C:55]2[C:50](=[CH:51][CH:52]=[CH:53][CH:54]=2)[CH2:49][CH2:48]1. (7) Given the product [C:1]([C:5]1[N:10]=[CH:9][C:8]([C:11]2[N:12]([C:32]([N:34]3[CH2:39][CH2:38][CH:37]([C:40]([N:50]4[CH2:51][CH2:52][N:47]([CH3:46])[CH2:48][CH2:49]4)=[O:42])[CH2:36][CH2:35]3)=[O:33])[C@@:13]([C:25]3[CH:26]=[CH:27][C:28]([Cl:31])=[CH:29][CH:30]=3)([CH3:24])[C@@:14]([C:17]3[CH:22]=[CH:21][C:20]([Cl:23])=[CH:19][CH:18]=3)([CH3:16])[N:15]=2)=[C:7]([O:43][CH2:44][CH3:45])[CH:6]=1)([CH3:4])([CH3:2])[CH3:3], predict the reactants needed to synthesize it. The reactants are: [C:1]([C:5]1[N:10]=[CH:9][C:8]([C:11]2[N:12]([C:32]([N:34]3[CH2:39][CH2:38][CH:37]([C:40]([OH:42])=O)[CH2:36][CH2:35]3)=[O:33])[C@@:13]([C:25]3[CH:30]=[CH:29][C:28]([Cl:31])=[CH:27][CH:26]=3)([CH3:24])[C@@:14]([C:17]3[CH:22]=[CH:21][C:20]([Cl:23])=[CH:19][CH:18]=3)([CH3:16])[N:15]=2)=[C:7]([O:43][CH2:44][CH3:45])[CH:6]=1)([CH3:4])([CH3:3])[CH3:2].[CH3:46][N:47]1[CH2:52][CH2:51][NH:50][CH2:49][CH2:48]1.